This data is from Catalyst prediction with 721,799 reactions and 888 catalyst types from USPTO. The task is: Predict which catalyst facilitates the given reaction. (1) Reactant: [Cl:1][C:2]1[CH:3]=[C:4]([NH:16][C:17]2[C:26]3[C:21](=[CH:22][CH:23]=[CH:24][C:25]=3[O:27][C@H:28]([CH3:33])[C:29]([O:31]C)=[O:30])[N:20]=[CH:19][N:18]=2)[CH:5]=[CH:6][C:7]=1[O:8][CH2:9][C:10]1[CH:15]=[CH:14][CH:13]=[CH:12][N:11]=1.[OH-].[Na+]. Product: [Cl:1][C:2]1[CH:3]=[C:4]([NH:16][C:17]2[C:26]3[C:21](=[CH:22][CH:23]=[CH:24][C:25]=3[O:27][C@H:28]([CH3:33])[C:29]([OH:31])=[O:30])[N:20]=[CH:19][N:18]=2)[CH:5]=[CH:6][C:7]=1[O:8][CH2:9][C:10]1[CH:15]=[CH:14][CH:13]=[CH:12][N:11]=1. The catalyst class is: 36. (2) Reactant: [C:1]([O:5][C:6]([NH:8][CH2:9][C:10]1([C:13](OC)=[O:14])[CH2:12][CH2:11]1)=[O:7])([CH3:4])([CH3:3])[CH3:2].[H-].[Al+3].[Li+].[H-].[H-].[H-].O.[OH-].[Na+]. Product: [OH:14][CH2:13][C:10]1([CH2:9][NH:8][C:6](=[O:7])[O:5][C:1]([CH3:3])([CH3:2])[CH3:4])[CH2:12][CH2:11]1. The catalyst class is: 1. (3) Reactant: F[C:2]1[C:7]([C:8]2[C:9]3[CH:16]=[CH:15][NH:14][C:10]=3[N:11]=[CH:12][N:13]=2)=[CH:6][CH:5]=[CH:4][N:3]=1.[NH2:17][C:18]1[C:19]([F:32])=[C:20]([NH:25][S:26]([CH2:29][CH2:30][CH3:31])(=[O:28])=[O:27])[CH:21]=[CH:22][C:23]=1[F:24].Cl. Product: [N:11]1[C:10]2[NH:14][CH:15]=[CH:16][C:9]=2[C:8]([C:7]2[C:2]([NH:17][C:18]3[C:19]([F:32])=[C:20]([NH:25][S:26]([CH2:29][CH2:30][CH3:31])(=[O:28])=[O:27])[CH:21]=[CH:22][C:23]=3[F:24])=[N:3][CH:4]=[CH:5][CH:6]=2)=[N:13][CH:12]=1. The catalyst class is: 107. (4) Reactant: C1(CC([P:18](=O)([OH:20])[OH:19])[NH:9]S(C2SC=CC=2)(=O)=O)C=CC=CC=1.[N+:22]([C:25]1[CH:30]=[CH:29][C:28]([OH:31])=[CH:27][CH:26]=1)([O-:24])=[O:23].ClC(Cl)(Cl)C#N. Product: [NH4+:9].[N+:22]([C:25]1[CH:30]=[CH:29][C:28]([O:31][PH:18](=[O:19])[O-:20])=[CH:27][CH:26]=1)([O-:24])=[O:23]. The catalyst class is: 17. (5) Reactant: Br[C:2]1[CH:3]=[C:4]([CH2:8][CH2:9][CH2:10][CH2:11][O:12][CH2:13][CH2:14][CH2:15][CH2:16][CH2:17][CH2:18][N:19]2[CH2:23][C@@H:22]([C:24]3[CH:35]=[CH:34][C:27]4[O:28][C:29]([CH3:33])([CH3:32])[O:30][CH2:31][C:26]=4[CH:25]=3)[O:21][C:20]2=[O:36])[CH:5]=[CH:6][CH:7]=1.[CH3:37][NH:38][S:39]([CH:42]=[CH2:43])(=[O:41])=[O:40].C1(C)C=CC=CC=1P(C1C=CC=CC=1C)C1C=CC=CC=1C.C(N(CC)CC)C. Product: [CH3:32][C:29]1([CH3:33])[O:28][C:27]2[CH:34]=[CH:35][C:24]([C@H:22]3[O:21][C:20](=[O:36])[N:19]([CH2:18][CH2:17][CH2:16][CH2:15][CH2:14][CH2:13][O:12][CH2:11][CH2:10][CH2:9][CH2:8][C:4]4[CH:3]=[C:2](/[CH:43]=[CH:42]/[S:39]([NH:38][CH3:37])(=[O:41])=[O:40])[CH:7]=[CH:6][CH:5]=4)[CH2:23]3)=[CH:25][C:26]=2[CH2:31][O:30]1. The catalyst class is: 274.